From a dataset of Forward reaction prediction with 1.9M reactions from USPTO patents (1976-2016). Predict the product of the given reaction. (1) Given the reactants [Si](OC[C:10]1C=CC(C(F)(F)F)=C[N+:11]=1[O-])(C(C)(C)C)(C)C.[Si:21]([O:28][CH2:29][C:30]1[CH:35]=[CH:34][C:33]([O:36][CH3:37])=[CH:32][N+:31]=1[O-])([C:24]([CH3:27])([CH3:26])[CH3:25])([CH3:23])[CH3:22], predict the reaction product. The product is: [Si:21]([O:28][CH2:29][C:30]1[N:31]=[C:32]([C:10]#[N:11])[C:33]([O:36][CH3:37])=[CH:34][CH:35]=1)([C:24]([CH3:27])([CH3:26])[CH3:25])([CH3:23])[CH3:22]. (2) The product is: [ClH:35].[NH2:4][CH2:3][C:2]([NH:13][C:14]([C:16]1[C:24]2[C:19](=[N:20][CH:21]=[C:22]([C:25]3[C:33]4[C:28](=[CH:29][C:30]([CH3:34])=[CH:31][CH:32]=4)[NH:27][N:26]=3)[N:23]=2)[NH:18][CH:17]=1)=[O:15])([CH3:1])[CH3:12]. Given the reactants [CH3:1][C:2]([NH:13][C:14]([C:16]1[C:24]2[C:19](=[N:20][CH:21]=[C:22]([C:25]3[C:33]4[C:28](=[CH:29][C:30]([CH3:34])=[CH:31][CH:32]=4)[NH:27][N:26]=3)[N:23]=2)[NH:18][CH:17]=1)=[O:15])([CH3:12])[CH2:3][NH:4]C(=O)OC(C)(C)C.[ClH:35], predict the reaction product. (3) Given the reactants [Cl:1][C:2]1[N:7]=[C:6](Cl)[C:5]([F:9])=[CH:4][N:3]=1.[CH3:10][Mg]Cl, predict the reaction product. The product is: [Cl:1][C:2]1[N:7]=[C:6]([CH3:10])[C:5]([F:9])=[CH:4][N:3]=1. (4) The product is: [CH3:19][C:20]1[CH:21]=[C:22]([N:27]2[CH2:28][CH2:29][N:30]([CH2:17][CH2:16][CH2:15][C:9]3[CH:10]=[C:11]([CH2:12][CH2:13][CH3:14])[N:7]([C:1]4[CH:6]=[CH:5][CH:4]=[CH:3][CH:2]=4)[N:8]=3)[CH2:31][CH2:32]2)[CH:23]=[CH:24][C:25]=1[CH3:26]. Given the reactants [C:1]1([N:7]2[C:11]([CH2:12][CH2:13][CH3:14])=[CH:10][C:9]([CH2:15][CH2:16][CH:17]=O)=[N:8]2)[CH:6]=[CH:5][CH:4]=[CH:3][CH:2]=1.[CH3:19][C:20]1[CH:21]=[C:22]([N:27]2[CH2:32][CH2:31][NH:30][CH2:29][CH2:28]2)[CH:23]=[CH:24][C:25]=1[CH3:26].CCN(C(C)C)C(C)C.[BH-](OC(C)=O)(OC(C)=O)OC(C)=O.[Na+], predict the reaction product. (5) Given the reactants C([O:3][C:4]([C:6]1[N:7]=[C:8]2[C:13]([Cl:14])=[CH:12][C:11]([F:15])=[C:10]([C:16]3[C:20]([Cl:21])=[C:19]([O:22][CH:23]([F:25])[F:24])[N:18]([CH3:26])[N:17]=3)[N:9]2[CH:27]=1)=[O:5])C.[OH-].[Na+].Cl, predict the reaction product. The product is: [Cl:14][C:13]1[C:8]2[N:9]([CH:27]=[C:6]([C:4]([OH:5])=[O:3])[N:7]=2)[C:10]([C:16]2[C:20]([Cl:21])=[C:19]([O:22][CH:23]([F:25])[F:24])[N:18]([CH3:26])[N:17]=2)=[C:11]([F:15])[CH:12]=1. (6) Given the reactants [CH2:1]([Mg]Br)[CH3:2].[CH2:5]([N:12]([CH2:28][C:29]1[CH:34]=[CH:33][CH:32]=[CH:31][CH:30]=1)[C:13]([CH:15]1[CH2:19][CH2:18][N:17]([CH:20]([C:22]2[CH:27]=[CH:26][CH:25]=[CH:24][CH:23]=2)[CH3:21])[CH2:16]1)=O)[C:6]1[CH:11]=[CH:10][CH:9]=[CH:8][CH:7]=1, predict the reaction product. The product is: [CH2:5]([N:12]([CH2:28][C:29]1[CH:34]=[CH:33][CH:32]=[CH:31][CH:30]=1)[C:13]1([CH:15]2[CH2:19][CH2:18][N:17]([CH:20]([C:22]3[CH:27]=[CH:26][CH:25]=[CH:24][CH:23]=3)[CH3:21])[CH2:16]2)[CH2:2][CH2:1]1)[C:6]1[CH:11]=[CH:10][CH:9]=[CH:8][CH:7]=1. (7) Given the reactants [CH3:1][C:2]1([CH3:11])[O:6][CH:5]([C:7](OC)=[O:8])[CH2:4][O:3]1.[CH3:12][NH2:13], predict the reaction product. The product is: [CH3:12][NH:13][C:7]([CH:5]1[CH2:4][O:3][C:2]([CH3:11])([CH3:1])[O:6]1)=[O:8].